From a dataset of Forward reaction prediction with 1.9M reactions from USPTO patents (1976-2016). Predict the product of the given reaction. (1) The product is: [N:1]1[CH:6]=[CH:5][CH:4]=[CH:3][C:2]=1[C:7]1[CH:13]=[CH:12][CH:11]=[CH:10][C:8]=1[C:28]1[C:23]([N+:20]([O-:22])=[O:21])=[C:24]([S:29]([NH2:14])(=[O:31])=[O:30])[CH:25]=[CH:26][CH:27]=1. Given the reactants [N:1]1[CH:6]=[CH:5][CH:4]=[CH:3][C:2]=1[C:7]1[CH:13]=[CH:12][CH:11]=[CH:10][C:8]=1N.[N:14]1C=CC=CC=1.[N+:20]([C:23]1[CH:28]=[CH:27][CH:26]=[CH:25][C:24]=1[S:29](Cl)(=[O:31])=[O:30])([O-:22])=[O:21].O, predict the reaction product. (2) Given the reactants [C:1]1([CH:7]([NH2:10])[CH2:8][NH2:9])[CH:6]=[CH:5][CH:4]=[CH:3][CH:2]=1.[C:11](OCC)(=[O:17])[C:12](OCC)=[O:13], predict the reaction product. The product is: [C:1]1([CH:7]2[CH2:8][NH:9][C:12](=[O:13])[C:11](=[O:17])[NH:10]2)[CH:6]=[CH:5][CH:4]=[CH:3][CH:2]=1.